From a dataset of Catalyst prediction with 721,799 reactions and 888 catalyst types from USPTO. Predict which catalyst facilitates the given reaction. (1) Reactant: [CH2:1]([N:4]1[CH2:9][CH2:8][N:7]([C:10]2[N:15]=[CH:14][C:13]([NH2:16])=[CH:12][N:11]=2)[CH2:6][CH2:5]1)[CH:2]=[CH2:3].[CH:17]([C:20]1[CH:25]=[CH:24][C:23]([S:26](Cl)(=[O:28])=[O:27])=[CH:22][CH:21]=1)([CH3:19])[CH3:18].C(N(CC)CC)C. Product: [CH2:1]([N:4]1[CH2:5][CH2:6][N:7]([C:10]2[N:15]=[CH:14][C:13]([NH:16][S:26]([C:23]3[CH:24]=[CH:25][C:20]([CH:17]([CH3:19])[CH3:18])=[CH:21][CH:22]=3)(=[O:28])=[O:27])=[CH:12][N:11]=2)[CH2:8][CH2:9]1)[CH:2]=[CH2:3]. The catalyst class is: 7. (2) Reactant: [C:1]([C:3]1[CH:8]=[CH:7][C:6]([Br:9])=[CH:5][N:4]=1)#[N:2].[N-:10]=[N+:11]=[N-:12].[Na+].[Cl-].[NH4+].O. Product: [NH:10]1[C:1]([C:3]2[CH:8]=[CH:7][C:6]([Br:9])=[CH:5][N:4]=2)=[N:2][N:12]=[N:11]1. The catalyst class is: 9. (3) Reactant: CCN(C(C)C)C(C)C.[F:10][C:11]1[CH:16]=[CH:15][CH:14]=[CH:13][C:12]=1[C:17]1[CH:22]=[CH:21][C:20]([C:23]([OH:25])=O)=[CH:19][CH:18]=1.C1C=CC2N(O)N=NC=2C=1.CCN=C=NCCCN(C)C.Cl.[NH2:48][CH2:49][C:50]([N:52]1[CH2:57][CH2:56][N:55]([C:58](=[O:69])[C:59]2[CH:64]=[CH:63][CH:62]=[CH:61][C:60]=2[C:65]([F:68])([F:67])[F:66])[CH2:54][CH2:53]1)=[O:51]. Product: [O:51]=[C:50]([N:52]1[CH2:53][CH2:54][N:55]([C:58](=[O:69])[C:59]2[CH:64]=[CH:63][CH:62]=[CH:61][C:60]=2[C:65]([F:68])([F:67])[F:66])[CH2:56][CH2:57]1)[CH2:49][NH:48][C:23]([C:20]1[CH:19]=[CH:18][C:17]([C:12]2[CH:13]=[CH:14][CH:15]=[CH:16][C:11]=2[F:10])=[CH:22][CH:21]=1)=[O:25]. The catalyst class is: 248.